From a dataset of Catalyst prediction with 721,799 reactions and 888 catalyst types from USPTO. Predict which catalyst facilitates the given reaction. Reactant: [Cr](O[Cr]([O-])(=O)=O)([O-])(=O)=O.[NH+]1C=CC=CC=1.[NH+]1C=CC=CC=1.[CH3:22][O:23][C:24]1[CH:29]=[CH:28][CH:27]=[CH:26][C:25]=1[CH:30]([C:32]1[CH:41]=[CH:40][C:39]2[C:34](=[CH:35][CH:36]=[CH:37][CH:38]=2)[C:33]=1[N+:42]([O-:44])=[O:43])[OH:31]. Product: [CH3:22][O:23][C:24]1[CH:29]=[CH:28][CH:27]=[CH:26][C:25]=1[C:30]([C:32]1[CH:41]=[CH:40][C:39]2[C:34](=[CH:35][CH:36]=[CH:37][CH:38]=2)[C:33]=1[N+:42]([O-:44])=[O:43])=[O:31]. The catalyst class is: 4.